Task: Regression. Given two drug SMILES strings and cell line genomic features, predict the synergy score measuring deviation from expected non-interaction effect.. Dataset: NCI-60 drug combinations with 297,098 pairs across 59 cell lines Drug 1: C1=CC(=CC=C1CCCC(=O)O)N(CCCl)CCCl. Drug 2: CCCCCOC(=O)NC1=NC(=O)N(C=C1F)C2C(C(C(O2)C)O)O. Cell line: SF-268. Synergy scores: CSS=35.4, Synergy_ZIP=0.713, Synergy_Bliss=-1.59, Synergy_Loewe=-21.6, Synergy_HSA=-3.67.